Dataset: Full USPTO retrosynthesis dataset with 1.9M reactions from patents (1976-2016). Task: Predict the reactants needed to synthesize the given product. (1) The reactants are: [C:1]1([C:7]2[N:8]([CH2:21][C:22]([OH:24])=O)[C:9]([CH:12]3[CH2:17][CH2:16][CH:15]([CH2:18][CH2:19][CH3:20])[CH2:14][CH2:13]3)=[CH:10][CH:11]=2)[CH:6]=[CH:5][CH:4]=[CH:3][CH:2]=1.C(N1C=CN=C1)(N1C=CN=C1)=O.C(=O)(O)O.[NH2:41][C:42]([NH2:44])=[NH:43].C(N(CC)CC)C. Given the product [C:1]1([C:7]2[N:8]([CH2:21][C:22]([NH:43][C:42]([NH2:44])=[NH:41])=[O:24])[C:9]([CH:12]3[CH2:17][CH2:16][CH:15]([CH2:18][CH2:19][CH3:20])[CH2:14][CH2:13]3)=[CH:10][CH:11]=2)[CH:6]=[CH:5][CH:4]=[CH:3][CH:2]=1, predict the reactants needed to synthesize it. (2) The reactants are: [CH3:1][N:2]1[CH:7]=[C:6](B2OC(C)(C)C(C)(C)O2)[CH:5]=[C:4]([NH:17][C:18]2[CH:23]=[CH:22][C:21]([C:24]([N:26]3[CH2:31][CH2:30][O:29][CH2:28][CH2:27]3)=[O:25])=[CH:20][N:19]=2)[C:3]1=[O:32].Br[C:34]1[CH:41]=[CH:40][CH:39]=[C:38]([N:42]2[N:51]=[CH:50][C:49]3[C:44](=[C:45]([F:56])[CH:46]=[C:47]([C:52]([CH3:55])([CH3:54])[CH3:53])[CH:48]=3)[C:43]2=[O:57])[C:35]=1[CH:36]=[O:37].O1CCOCC1.C(=O)([O-])[O-].[Cs+].[Cs+]. Given the product [C:52]([C:47]1[CH:48]=[C:49]2[C:44](=[C:45]([F:56])[CH:46]=1)[C:43](=[O:57])[N:42]([C:38]1[CH:39]=[CH:40][CH:41]=[C:34]([C:6]3[CH:5]=[C:4]([NH:17][C:18]4[CH:23]=[CH:22][C:21]([C:24]([N:26]5[CH2:27][CH2:28][O:29][CH2:30][CH2:31]5)=[O:25])=[CH:20][N:19]=4)[C:3](=[O:32])[N:2]([CH3:1])[CH:7]=3)[C:35]=1[CH:36]=[O:37])[N:51]=[CH:50]2)([CH3:55])([CH3:53])[CH3:54], predict the reactants needed to synthesize it.